Dataset: Forward reaction prediction with 1.9M reactions from USPTO patents (1976-2016). Task: Predict the product of the given reaction. (1) Given the reactants [Cl:1][C:2]1[CH:7]=[CH:6][C:5]([N:8]([CH2:18][C:19]2[CH:24]=[CH:23][C:22]([O:25][CH3:26])=[CH:21][C:20]=2[O:27][CH3:28])[C:9](=[O:17])/[CH:10]=[CH:11]/[C:12]([O:14][CH2:15][CH3:16])=[O:13])=[C:4]([CH:29]([OH:42])[C:30]2[CH:35]=[CH:34][CH:33]=[C:32]([C:36]([F:39])([F:38])[F:37])[C:31]=2[O:40][CH3:41])[CH:3]=1.C(=O)([O-])[O-].[K+].[K+], predict the reaction product. The product is: [Cl:1][C:2]1[CH:7]=[CH:6][C:5]2[N:8]([CH2:18][C:19]3[CH:24]=[CH:23][C:22]([O:25][CH3:26])=[CH:21][C:20]=3[O:27][CH3:28])[C:9](=[O:17])[C@@H:10]([CH2:11][C:12]([O:14][CH2:15][CH3:16])=[O:13])[O:42][C@H:29]([C:30]3[CH:35]=[CH:34][CH:33]=[C:32]([C:36]([F:39])([F:37])[F:38])[C:31]=3[O:40][CH3:41])[C:4]=2[CH:3]=1. (2) Given the reactants [CH3:1][S:2][C:3]1[N:4]=[CH:5][C:6]2[C:15](=[O:16])[N:14]([C:17]3[CH:18]=[C:19]([CH:23]=[CH:24][CH:25]=3)[C:20](O)=[O:21])[CH2:13][C@H:12]3[N:8]([CH2:9][CH2:10][CH2:11]3)[C:7]=2[N:26]=1.Cl.[CH3:28][O:29][C:30](=[O:35])[C@H:31]([CH2:33]O)[NH2:32].C(N(CC)CC)C.Cl.C(N=C=NCCCN(C)C)C.ON1C2C=CC=CC=2N=N1.C1(P(C2C=CC=CC=2)C2C=CC=CC=2)C=CC=CC=1.N(C(OCC)=O)=NC(OCC)=O, predict the reaction product. The product is: [CH3:1][S:2][C:3]1[N:4]=[CH:5][C:6]2[C:15](=[O:16])[N:14]([C:17]3[CH:18]=[C:19]([C:20]4[O:21][CH2:33][C@@H:31]([C:30]([O:29][CH3:28])=[O:35])[N:32]=4)[CH:23]=[CH:24][CH:25]=3)[CH2:13][C@H:12]3[N:8]([CH2:9][CH2:10][CH2:11]3)[C:7]=2[N:26]=1. (3) Given the reactants C(OC([N:8](C(OC(C)(C)C)=O)[C:9]1[N:10]=[CH:11][C:12]([C:21]2[CH:22]=[N:23][N:24]([C@H:26]3[CH2:31][CH2:30][C@H:29]([O:32][Si](C(C)(C)C)(C)C)[CH2:28][CH2:27]3)[CH:25]=2)=[C:13]2[CH:17]=[C:16](B(O)O)[O:15][C:14]=12)=O)(C)(C)C.I[C:48]1[CH:53]=[CH:52][CH:51]=[CH:50][CH:49]=1.C(=O)([O-])[O-].[K+].[K+].Cl, predict the reaction product. The product is: [NH2:8][C:9]1[N:10]=[CH:11][C:12]([C:21]2[CH:22]=[N:23][N:24]([C@H:26]3[CH2:27][CH2:28][C@H:29]([OH:32])[CH2:30][CH2:31]3)[CH:25]=2)=[C:13]2[CH:17]=[C:16]([C:48]3[CH:53]=[CH:52][CH:51]=[CH:50][CH:49]=3)[O:15][C:14]=12. (4) Given the reactants C[O:2][C:3]1[C:4]([NH:14][C:15](=[O:18])[CH2:16][CH3:17])=[C:5]([O:9][C:10](=O)CC)[CH:6]=[CH:7][CH:8]=1.Cl, predict the reaction product. The product is: [OH:2][C:3]1[C:8]([C:3](=[O:2])[CH2:8][CH3:7])=[CH:7][CH:6]=[C:5]([O:9][CH3:10])[C:4]=1[NH:14][C:15](=[O:18])[CH2:16][CH3:17]. (5) The product is: [Br:13][C:10]1[CH:11]=[CH:12][C:7]([C@H:4]2[CH2:5][CH2:6][C@@:2]3([NH:1][C:22](=[O:23])[O:15][CH2:14]3)[CH2:3]2)=[CH:8][CH:9]=1. Given the reactants [NH2:1][C@:2]1([CH2:14][OH:15])[CH2:6][CH2:5][C@H:4]([C:7]2[CH:12]=[CH:11][C:10]([Br:13])=[CH:9][CH:8]=2)[CH2:3]1.N1C=CC=CC=1.[C:22](N1C=CN=C1)(N1C=CN=C1)=[O:23], predict the reaction product.